This data is from Forward reaction prediction with 1.9M reactions from USPTO patents (1976-2016). The task is: Predict the product of the given reaction. (1) Given the reactants [C:1]([O:5][C:6](=[O:30])[NH:7][CH2:8][C@@H:9]1[CH2:11][C@H:10]1[C:12]1[CH:17]=[C:16]([O:18]C(=O)C(C)(C)C)[CH:15]=[CH:14][C:13]=1[O:25][CH2:26][CH:27]1[CH2:29][CH2:28]1)([CH3:4])([CH3:3])[CH3:2].CC([O-])(C)C.[Na+], predict the reaction product. The product is: [C:1]([O:5][C:6](=[O:30])[NH:7][CH2:8][C@@H:9]1[CH2:11][C@H:10]1[C:12]1[CH:17]=[C:16]([OH:18])[CH:15]=[CH:14][C:13]=1[O:25][CH2:26][CH:27]1[CH2:29][CH2:28]1)([CH3:4])([CH3:2])[CH3:3]. (2) Given the reactants [N:1]([CH2:4][C@@H:5]1[C@H:9]2[O:10][C:11]([CH3:14])([CH3:13])[O:12][C@H:8]2[C@H:7]([N:15]2[CH:23]=[N:22][C:21]3[C:16]2=[N:17][CH:18]=[N:19][C:20]=3Cl)[CH2:6]1)=[N+:2]=[N-:3].[CH3:25][O:26][C:27]1[CH:32]=[C:31]([O:33][CH3:34])[CH:30]=[CH:29][C:28]=1[CH2:35][NH2:36].C(N(CC)C(C)C)(C)C, predict the reaction product. The product is: [N:1]([CH2:4][C@@H:5]1[C@H:9]2[O:10][C:11]([CH3:14])([CH3:13])[O:12][C@H:8]2[C@H:7]([N:15]2[CH:23]=[N:22][C:21]3[C:16]2=[N:17][CH:18]=[N:19][C:20]=3[NH:36][CH2:35][C:28]2[CH:29]=[CH:30][C:31]([O:33][CH3:34])=[CH:32][C:27]=2[O:26][CH3:25])[CH2:6]1)=[N+:2]=[N-:3]. (3) Given the reactants [CH3:1][C:2]1[CH2:8][C@@H:7]([C@H:9]([C@@H:11]2[C@@:15]3([CH3:32])[CH2:16][CH2:17][C@@H:18]4[C@@:23]5([CH3:30])[C:24]([CH:26]=[CH:27][C@H:28]([OH:29])[C@@:22]65[O:31][C@@H:21]6[CH2:20][C@H:19]4[C@@H:14]3[CH2:13][CH2:12]2)=[O:25])[CH3:10])[O:6][C:4](=[O:5])[C:3]=1[CH2:33][OH:34], predict the reaction product. The product is: [CH3:1][C:2]1[CH2:8][C@H:7]([C@H:9]([C@@H:11]2[C@@:15]3([CH3:32])[CH2:16][CH2:17][C@@H:18]4[C@@:23]5([CH3:30])[C:24]([CH:26]=[CH:27][C:28](=[O:29])[C@@:22]65[O:31][C@@H:21]6[CH2:20][C@H:19]4[C@@H:14]3[CH2:13][CH2:12]2)=[O:25])[CH3:10])[O:6][C:4](=[O:5])[C:3]=1[CH2:33][OH:34].